From a dataset of Forward reaction prediction with 1.9M reactions from USPTO patents (1976-2016). Predict the product of the given reaction. Given the reactants Cl[C:2]1[CH:3]=[C:4]([C:16]([NH:18][CH3:19])=[O:17])[C:5]2[N:6]([C:8]([CH3:15])=[C:9]([C:11]([F:14])([F:13])[F:12])[N:10]=2)[N:7]=1.[CH2:20]([Sn](CCCC)(CCCC)C=C)[CH2:21]CC, predict the reaction product. The product is: [CH:20]([C:2]1[CH:3]=[C:4]([C:16]([NH:18][CH3:19])=[O:17])[C:5]2[N:6]([C:8]([CH3:15])=[C:9]([C:11]([F:14])([F:13])[F:12])[N:10]=2)[N:7]=1)=[CH2:21].